The task is: Predict the product of the given reaction.. This data is from Forward reaction prediction with 1.9M reactions from USPTO patents (1976-2016). (1) Given the reactants Br[C:2]1[CH:3]=[C:4]2[C:9](=[CH:10][CH:11]=1)[N:8]=[C:7]([C:12]1[S:16][CH:15]=[N:14][CH:13]=1)[CH:6]=[CH:5]2.[CH:17]1([C:23]2[C:31]3[C:26](=[CH:27][C:28]([C:32]([OH:34])=[O:33])=[CH:29][CH:30]=3)[N:25]([CH2:35][C:36]([N:38]3[CH2:43][CH2:42][O:41][CH2:40][CH2:39]3)=[O:37])[C:24]=2B2OC(C)(C)C(C)(C)O2)[CH2:22][CH2:21][CH2:20][CH2:19][CH2:18]1, predict the reaction product. The product is: [CH:17]1([C:23]2[C:31]3[C:26](=[CH:27][C:28]([C:32]([OH:34])=[O:33])=[CH:29][CH:30]=3)[N:25]([CH2:35][C:36]([N:38]3[CH2:39][CH2:40][O:41][CH2:42][CH2:43]3)=[O:37])[C:24]=2[C:2]2[CH:3]=[C:4]3[C:9](=[CH:10][CH:11]=2)[N:8]=[C:7]([C:12]2[S:16][CH:15]=[N:14][CH:13]=2)[CH:6]=[CH:5]3)[CH2:22][CH2:21][CH2:20][CH2:19][CH2:18]1. (2) Given the reactants [CH:1]1[C:13]2[CH:12]([CH2:14][O:15][C:16]([NH:18][C@H:19]([C:22]3[N:31]([N:32]4[CH2:37][CH2:36][N:35](C(OC(C)(C)C)=O)[CH2:34][CH2:33]4)[C:30](=[O:45])[C:29]4[C:24](=[CH:25][CH:26]=[CH:27][C:28]=4[Cl:46])[N:23]=3)[CH2:20][CH3:21])=[O:17])[C:11]3[C:6](=[CH:7][CH:8]=[CH:9][CH:10]=3)[C:5]=2[CH:4]=[CH:3][CH:2]=1.FC(F)(F)C(O)=O, predict the reaction product. The product is: [Cl:46][C:28]1[CH:27]=[CH:26][CH:25]=[C:24]2[C:29]=1[C:30](=[O:45])[N:31]([N:32]1[CH2:37][CH2:36][NH:35][CH2:34][CH2:33]1)[C:22]([C@@H:19]([NH:18][C:16](=[O:17])[O:15][CH2:14][CH:12]1[C:13]3[CH:1]=[CH:2][CH:3]=[CH:4][C:5]=3[C:6]3[C:11]1=[CH:10][CH:9]=[CH:8][CH:7]=3)[CH2:20][CH3:21])=[N:23]2. (3) Given the reactants [Br:1][C:2]1[CH:3]=[CH:4][C:5]([N+:10]([O-])=O)=[C:6]([O:8][CH3:9])[CH:7]=1.Br[C:14]1C=CC(OC)=C2[C:15]=1C=CN2, predict the reaction product. The product is: [Br:1][C:2]1[CH:3]=[C:4]2[C:5](=[C:6]([O:8][CH3:9])[CH:7]=1)[NH:10][CH:15]=[CH:14]2. (4) Given the reactants [CH3:1][O:2][C:3]1[C:8]2[N:9]=[C:10]([NH2:12])[S:11][C:7]=2[C:6]([CH:13]2[CH2:18][CH2:17][O:16][CH2:15][CH2:14]2)=[CH:5][CH:4]=1.[OH:19][CH:20]1[CH2:25][CH2:24][CH:23]([CH2:26][C:27](O)=[O:28])[CH2:22][CH2:21]1.COC1C2N=C(NC(=O)CC3CCOCC3)SC=2C(C2CCOCC2)=CC=1, predict the reaction product. The product is: [OH:19][C@H:20]1[CH2:25][CH2:24][C@H:23]([CH2:26][C:27]([NH:12][C:10]2[S:11][C:7]3[C:6]([CH:13]4[CH2:18][CH2:17][O:16][CH2:15][CH2:14]4)=[CH:5][CH:4]=[C:3]([O:2][CH3:1])[C:8]=3[N:9]=2)=[O:28])[CH2:22][CH2:21]1. (5) Given the reactants COC([C:5]1[C:6]([C:35]2[CH:40]=[CH:39][CH:38]=[CH:37][CH:36]=2)=[CH:7][CH:8]=[C:9]([CH2:11][N:12]2[C:16]3[CH:17]=[C:18]([C:22]4[N:26]([CH3:27])[C:25]5[CH:28]=[CH:29][CH:30]=[CH:31][C:24]=5[N:23]=4)[CH:19]=[C:20]([CH3:21])[C:15]=3[N:14]=[C:13]2[CH2:32][CH2:33][CH3:34])[CH:10]=1)=O.[CH3:41][OH:42].[OH-:43].[Na+], predict the reaction product. The product is: [CH3:34][CH2:33][CH2:32][C:13]1[N:12]([CH2:11][C:9]2[CH:8]=[CH:7][C:6]([C:35]3[CH:36]=[CH:37][CH:38]=[CH:39][C:40]=3[C:41]([OH:43])=[O:42])=[CH:5][CH:10]=2)[C:16]2[CH:17]=[C:18]([C:22]3[N:26]([CH3:27])[C:25]4[CH:28]=[CH:29][CH:30]=[CH:31][C:24]=4[N:23]=3)[CH:19]=[C:20]([CH3:21])[C:15]=2[N:14]=1.